This data is from NCI-60 drug combinations with 297,098 pairs across 59 cell lines. The task is: Regression. Given two drug SMILES strings and cell line genomic features, predict the synergy score measuring deviation from expected non-interaction effect. (1) Synergy scores: CSS=41.4, Synergy_ZIP=4.82, Synergy_Bliss=7.58, Synergy_Loewe=-39.7, Synergy_HSA=7.02. Drug 2: C(CN)CNCCSP(=O)(O)O. Drug 1: C1CN1C2=NC(=NC(=N2)N3CC3)N4CC4. Cell line: T-47D. (2) Drug 1: CN(CCCl)CCCl.Cl. Cell line: SK-OV-3. Synergy scores: CSS=-0.490, Synergy_ZIP=1.37, Synergy_Bliss=3.17, Synergy_Loewe=-0.410, Synergy_HSA=0.0210. Drug 2: C(CCl)NC(=O)N(CCCl)N=O. (3) Drug 1: CCC1(CC2CC(C3=C(CCN(C2)C1)C4=CC=CC=C4N3)(C5=C(C=C6C(=C5)C78CCN9C7C(C=CC9)(C(C(C8N6C=O)(C(=O)OC)O)OC(=O)C)CC)OC)C(=O)OC)O.OS(=O)(=O)O. Drug 2: C1CNP(=O)(OC1)N(CCCl)CCCl. Cell line: SF-295. Synergy scores: CSS=3.61, Synergy_ZIP=-1.66, Synergy_Bliss=-2.43, Synergy_Loewe=1.35, Synergy_HSA=-2.53. (4) Drug 1: CN1C(=O)N2C=NC(=C2N=N1)C(=O)N. Drug 2: CC(C)(C#N)C1=CC(=CC(=C1)CN2C=NC=N2)C(C)(C)C#N. Cell line: HL-60(TB). Synergy scores: CSS=22.2, Synergy_ZIP=-7.35, Synergy_Bliss=-13.8, Synergy_Loewe=10.9, Synergy_HSA=-9.40. (5) Cell line: LOX IMVI. Drug 2: CC1C(C(CC(O1)OC2CC(CC3=C2C(=C4C(=C3O)C(=O)C5=C(C4=O)C(=CC=C5)OC)O)(C(=O)CO)O)N)O.Cl. Synergy scores: CSS=49.7, Synergy_ZIP=-1.30, Synergy_Bliss=-3.93, Synergy_Loewe=-7.74, Synergy_HSA=-1.43. Drug 1: CCCCC(=O)OCC(=O)C1(CC(C2=C(C1)C(=C3C(=C2O)C(=O)C4=C(C3=O)C=CC=C4OC)O)OC5CC(C(C(O5)C)O)NC(=O)C(F)(F)F)O. (6) Drug 1: C1=CC(=CC=C1CCC2=CNC3=C2C(=O)NC(=N3)N)C(=O)NC(CCC(=O)O)C(=O)O. Drug 2: C1=CC(=C2C(=C1NCCNCCO)C(=O)C3=C(C=CC(=C3C2=O)O)O)NCCNCCO. Cell line: MOLT-4. Synergy scores: CSS=91.7, Synergy_ZIP=0.875, Synergy_Bliss=0.393, Synergy_Loewe=-0.125, Synergy_HSA=1.93. (7) Drug 1: C1=CC=C(C(=C1)C(C2=CC=C(C=C2)Cl)C(Cl)Cl)Cl. Drug 2: C1=NC2=C(N1)C(=S)N=CN2. Cell line: HS 578T. Synergy scores: CSS=34.4, Synergy_ZIP=-0.923, Synergy_Bliss=3.31, Synergy_Loewe=-30.8, Synergy_HSA=2.73. (8) Drug 1: CC1=CC2C(CCC3(C2CCC3(C(=O)C)OC(=O)C)C)C4(C1=CC(=O)CC4)C. Drug 2: CCC(=C(C1=CC=CC=C1)C2=CC=C(C=C2)OCCN(C)C)C3=CC=CC=C3.C(C(=O)O)C(CC(=O)O)(C(=O)O)O. Cell line: NCI-H226. Synergy scores: CSS=-8.59, Synergy_ZIP=4.08, Synergy_Bliss=-0.624, Synergy_Loewe=-3.98, Synergy_HSA=-6.54. (9) Drug 1: C1CC(=O)NC(=O)C1N2CC3=C(C2=O)C=CC=C3N. Drug 2: C1=NC2=C(N1)C(=S)N=CN2. Cell line: UACC-257. Synergy scores: CSS=10.6, Synergy_ZIP=-5.29, Synergy_Bliss=-2.62, Synergy_Loewe=-10.1, Synergy_HSA=-2.50. (10) Drug 1: C1CN1C2=NC(=NC(=N2)N3CC3)N4CC4. Drug 2: CC12CCC3C(C1CCC2OP(=O)(O)O)CCC4=C3C=CC(=C4)OC(=O)N(CCCl)CCCl.[Na+]. Cell line: MOLT-4. Synergy scores: CSS=57.1, Synergy_ZIP=-2.14, Synergy_Bliss=-1.01, Synergy_Loewe=-8.43, Synergy_HSA=2.30.